The task is: Predict the reactants needed to synthesize the given product.. This data is from Full USPTO retrosynthesis dataset with 1.9M reactions from patents (1976-2016). (1) The reactants are: [F:1][C:2]1[C:7]([F:8])=[C:6]([NH:9][C:10]2[CH:15]=[CH:14][C:13]([I:16])=[CH:12][C:11]=2[F:17])[C:5]([NH2:18])=[CH:4][CH:3]=1.[CH:19]1([S:22](Cl)(=[O:24])=[O:23])[CH2:21][CH2:20]1. Given the product [F:8][C:7]1[C:6]([NH:9][C:10]2[CH:15]=[CH:14][C:13]([I:16])=[CH:12][C:11]=2[F:17])=[C:5]([NH:18][S:22]([CH:19]2[CH2:21][CH2:20]2)(=[O:24])=[O:23])[CH:4]=[CH:3][C:2]=1[F:1], predict the reactants needed to synthesize it. (2) Given the product [CH:12]1([NH:15][C:2]2[CH:7]=[C:6]([F:8])[CH:5]=[CH:4][C:3]=2[N+:9]([O-:11])=[O:10])[CH2:14][CH2:13]1, predict the reactants needed to synthesize it. The reactants are: F[C:2]1[CH:7]=[C:6]([F:8])[CH:5]=[CH:4][C:3]=1[N+:9]([O-:11])=[O:10].[CH:12]1([NH2:15])[CH2:14][CH2:13]1.CCN(C(C)C)C(C)C. (3) Given the product [Cl:3][C:4]1[CH:5]=[CH:6][C:7]2[N:13]([CH3:27])[C:12]3[CH:14]=[CH:15][CH:16]=[CH:17][C:11]=3[C:10]([C:18]3[CH:23]=[CH:22][C:21]([F:24])=[CH:20][CH:19]=3)=[N:9][C:8]=2[CH:25]=1, predict the reactants needed to synthesize it. The reactants are: [H-].[Na+].[Cl:3][C:4]1[CH:5]=[CH:6][C:7]2[NH:13][C:12]3[CH:14]=[CH:15][CH:16]=[CH:17][C:11]=3[C:10]([C:18]3[CH:23]=[CH:22][C:21]([F:24])=[CH:20][CH:19]=3)=[N:9][C:8]=2[CH:25]=1.I[CH3:27]. (4) Given the product [CH3:72][O:73][CH2:74][CH2:75][CH2:76][CH2:77][O:78][C:79]1[CH:84]=[CH:83][CH:82]=[CH:81][C:80]=1[CH:85]([C:88]1[CH:93]=[CH:92][CH:91]=[CH:90][CH:89]=1)[CH2:86][NH:87][C:35]([C@H:20]1[CH2:21][C@@H:22]([NH:24][S:25]([C:28]2[CH:33]=[CH:32][C:31]([CH3:34])=[CH:30][CH:29]=2)(=[O:26])=[O:27])[CH2:23][NH:18][CH2:19]1)=[O:37], predict the reactants needed to synthesize it. The reactants are: C1C2C(COC([N:18]3[CH2:23][C@H:22]([NH:24][S:25]([C:28]4[CH:33]=[CH:32][C:31]([CH3:34])=[CH:30][CH:29]=4)(=[O:27])=[O:26])[CH2:21][C@H:20]([C:35]([OH:37])=O)[CH2:19]3)=O)C3C(=CC=CC=3)C=2C=CC=1.CN(C(ON1N=NC2C=CC(=CC1=2)Cl)=[N+](C)C)C.F[P-](F)(F)(F)(F)F.C(N(C(C)C)C(C)C)C.[CH3:72][O:73][CH2:74][CH2:75][CH2:76][CH2:77][O:78][C:79]1[CH:84]=[CH:83][CH:82]=[CH:81][C:80]=1[CH:85]([C:88]1[CH:93]=[CH:92][CH:91]=[CH:90][CH:89]=1)[CH2:86][NH2:87]. (5) Given the product [CH3:8][O:9][C:10]1[CH:11]=[CH:12][C:13]([CH2:14][O:15][C:16]2[CH:17]=[C:18]([CH:32]=[CH:33][CH:34]=2)[C:19]([NH:21][C:22]2[CH:27]=[CH:26][CH:25]=[CH:24][C:23]=2[S:28]([NH:29][C:1](=[O:3])[CH3:2])(=[O:30])=[O:31])=[O:20])=[CH:35][CH:36]=1, predict the reactants needed to synthesize it. The reactants are: [C:1](OC(=O)C)(=[O:3])[CH3:2].[CH3:8][O:9][C:10]1[CH:36]=[CH:35][C:13]([CH2:14][O:15][C:16]2[CH:17]=[C:18]([CH:32]=[CH:33][CH:34]=2)[C:19]([NH:21][C:22]2[CH:27]=[CH:26][CH:25]=[CH:24][C:23]=2[S:28](=[O:31])(=[O:30])[NH2:29])=[O:20])=[CH:12][CH:11]=1. (6) Given the product [CH2:11]([NH:18][CH2:10][C@H:8]([C:5]1[CH:6]=[CH:7][C:2]([F:1])=[CH:3][CH:4]=1)[OH:9])[C:12]1[CH:17]=[CH:16][CH:15]=[CH:14][CH:13]=1, predict the reactants needed to synthesize it. The reactants are: [F:1][C:2]1[CH:7]=[CH:6][C:5]([C@H:8]2[CH2:10][O:9]2)=[CH:4][CH:3]=1.[CH2:11]([NH2:18])[C:12]1[CH:17]=[CH:16][CH:15]=[CH:14][CH:13]=1. (7) Given the product [Br:8][C:5]1[CH:6]=[CH:7][C:2]([N:9]2[CH2:14][CH2:13][O:12][CH2:11][CH2:10]2)=[N:3][CH:4]=1, predict the reactants needed to synthesize it. The reactants are: Br[C:2]1[CH:7]=[CH:6][C:5]([Br:8])=[CH:4][N:3]=1.[NH:9]1[CH2:14][CH2:13][O:12][CH2:11][CH2:10]1.